From a dataset of Reaction yield outcomes from USPTO patents with 853,638 reactions. Predict the reaction yield, written as a fraction of the theoretical maximum amount of product (1.0 means a 100% yield; for example, 0.34 means a 34% yield). (1) The reactants are C(O[C:4](=[O:20])[C:5]([C:18]#[N:19])=[CH:6][NH:7][C:8]1[CH:13]=[CH:12][C:11]([O:14][CH3:15])=[C:10]([O:16][CH3:17])[CH:9]=1)C. The catalyst is ClC1C=CC=CC=1Cl. The product is [CH3:15][O:14][C:11]1[CH:12]=[C:13]2[C:8](=[CH:9][C:10]=1[O:16][CH3:17])[NH:7][CH:6]=[C:5]([C:18]#[N:19])[C:4]2=[O:20]. The yield is 0.140. (2) The reactants are C(N(CC)CC)C.Cl.O.[NH:10]1[CH2:15][CH2:14][C:13](=[O:16])[CH2:12][CH2:11]1.Cl[C:18]1[N:23]=[C:22]([O:24][C:25]2[CH:51]=[CH:50][C:49]([F:52])=[CH:48][C:26]=2[CH2:27][NH:28][C:29]([NH:31][C:32]2[N:36]([C:37]3[CH:42]=[CH:41][C:40]([CH3:43])=[CH:39][CH:38]=3)[N:35]=[C:34]([C:44]([CH3:47])([CH3:46])[CH3:45])[CH:33]=2)=[O:30])[CH:21]=[CH:20][N:19]=1.C(=O)([O-])[O-].[Na+].[Na+]. The product is [F:52][C:49]1[CH:50]=[CH:51][C:25]([O:24][C:22]2[CH:21]=[CH:20][N:19]=[C:18]([N:10]3[CH2:15][CH2:14][C:13](=[O:16])[CH2:12][CH2:11]3)[N:23]=2)=[C:26]([CH:48]=1)[CH2:27][NH:28][C:29]([NH:31][C:32]1[N:36]([C:37]2[CH:38]=[CH:39][C:40]([CH3:43])=[CH:41][CH:42]=2)[N:35]=[C:34]([C:44]([CH3:47])([CH3:45])[CH3:46])[CH:33]=1)=[O:30]. The catalyst is C(O)C. The yield is 0.800. (3) The reactants are [CH2:1]([N:8]1[CH:16]=[C:15]2[C:10]([CH:11]=[C:12]([C:17]3[CH:18]=[C:19]([C:27]4[CH:32]=[CH:31][C:30]([CH2:33]Br)=[CH:29][CH:28]=4)[N:20]4[C:25]=3[C:24]([NH2:26])=[N:23][CH:22]=[N:21]4)[CH:13]=[CH:14]2)=[N:9]1)[C:2]1[CH:7]=[CH:6][CH:5]=[CH:4][CH:3]=1.[NH:35]1[CH2:40][CH2:39][O:38][CH2:37][CH2:36]1. No catalyst specified. The product is [CH2:1]([N:8]1[CH:16]=[C:15]2[C:10]([CH:11]=[C:12]([C:17]3[CH:18]=[C:19]([C:27]4[CH:32]=[CH:31][C:30]([CH2:33][N:35]5[CH2:40][CH2:39][O:38][CH2:37][CH2:36]5)=[CH:29][CH:28]=4)[N:20]4[C:25]=3[C:24]([NH2:26])=[N:23][CH:22]=[N:21]4)[CH:13]=[CH:14]2)=[N:9]1)[C:2]1[CH:7]=[CH:6][CH:5]=[CH:4][CH:3]=1. The yield is 0.280. (4) The catalyst is CO.[Pd]. The reactants are [N:1]([C@@H:4]1[CH2:9][CH2:8][C@H:7]([N:10]2[CH2:14][CH2:13][C@H:12]([CH2:15][C:16]3([C:21]4[CH:26]=[CH:25][CH:24]=[C:23]([C:27]([F:30])([F:29])[F:28])[CH:22]=4)[O:20][CH2:19][CH2:18][O:17]3)[C:11]2=[O:31])[C@H:6]([CH2:32][S:33]([C:36]2[CH:41]=[CH:40][CH:39]=[CH:38][CH:37]=2)(=[O:35])=[O:34])[CH2:5]1)=[N+]=[N-]. The yield is 0.800. The product is [NH2:1][C@@H:4]1[CH2:9][CH2:8][C@H:7]([N:10]2[CH2:14][CH2:13][C@H:12]([CH2:15][C:16]3([C:21]4[CH:26]=[CH:25][CH:24]=[C:23]([C:27]([F:28])([F:29])[F:30])[CH:22]=4)[O:17][CH2:18][CH2:19][O:20]3)[C:11]2=[O:31])[C@H:6]([CH2:32][S:33]([C:36]2[CH:37]=[CH:38][CH:39]=[CH:40][CH:41]=2)(=[O:34])=[O:35])[CH2:5]1. (5) The reactants are C(Cl)(=O)C(Cl)=O.CS(C)=O.[C:11]([Si:15]([CH3:30])([CH3:29])[O:16][CH2:17][CH:18]([OH:28])[CH2:19][NH:20][C:21](=[O:27])[O:22][C:23]([CH3:26])([CH3:25])[CH3:24])([CH3:14])([CH3:13])[CH3:12].C(N(CC)CC)C. The catalyst is C(Cl)Cl. The product is [Si:15]([O:16][CH2:17][C:18](=[O:28])[CH2:19][NH:20][C:21](=[O:27])[O:22][C:23]([CH3:26])([CH3:25])[CH3:24])([C:11]([CH3:14])([CH3:13])[CH3:12])([CH3:30])[CH3:29]. The yield is 0.920. (6) The yield is 0.382. The product is [Cl:12][C:13]1[C:18]([F:19])=[C:17]([CH:16]=[C:15]([C:20]([F:23])([F:21])[F:22])[CH:14]=1)[C:24]([OH:26])=[O:25]. The catalyst is C1COCC1. The reactants are C([Mg]Br)C.C(NC(C)C)(C)C.[Cl:12][C:13]1[CH:14]=[C:15]([C:20]([F:23])([F:22])[F:21])[CH:16]=[CH:17][C:18]=1[F:19].[C:24](=[O:26])=[O:25].Cl.CC1CCCCC1.